The task is: Predict the reactants needed to synthesize the given product.. This data is from Full USPTO retrosynthesis dataset with 1.9M reactions from patents (1976-2016). (1) Given the product [Br:8][C:6]1[CH:5]=[N:4][CH:3]=[C:2]([C:9]2[CH:14]=[CH:13][CH:12]=[CH:11][CH:10]=2)[CH:7]=1, predict the reactants needed to synthesize it. The reactants are: Br[C:2]1[CH:3]=[N:4][CH:5]=[C:6]([Br:8])[CH:7]=1.[C:9]1(B(O)O)[CH:14]=[CH:13][CH:12]=[CH:11][CH:10]=1.C(=O)([O-])[O-].[Na+].[Na+]. (2) Given the product [ClH:19].[C:14]1([C@@H:18]2[CH2:8][C@H:10]2[NH:12][CH3:20])[CH:29]=[CH:25][CH:26]=[CH:16][CH:15]=1, predict the reactants needed to synthesize it. The reactants are: C1([C@@H]2C[C@H:8]2[C:10]([NH2:12])=O)C=CC=CC=1.B.[CH2:14]1[CH2:18]O[CH2:16][CH2:15]1.[ClH:19].[CH3:20]COCC.[CH2:25]1[CH2:29]OC[CH2:26]1. (3) Given the product [CH3:1][C:2]1[C:3](=[O:9])[CH2:4][CH2:5][CH2:6][C:7]=1[NH:10][C:11]1[CH:12]=[C:13]([CH2:17][C:18]([OH:20])=[O:19])[CH:14]=[CH:15][CH:16]=1.[CH3:6][CH2:7][OH:8], predict the reactants needed to synthesize it. The reactants are: [CH3:1][CH:2]1[C:7](=[O:8])[CH2:6][CH2:5][CH2:4][C:3]1=[O:9].[NH2:10][C:11]1[CH:12]=[C:13]([CH2:17][C:18]([OH:20])=[O:19])[CH:14]=[CH:15][CH:16]=1.